Dataset: Full USPTO retrosynthesis dataset with 1.9M reactions from patents (1976-2016). Task: Predict the reactants needed to synthesize the given product. (1) Given the product [F:18][C:15]1[CH:14]=[CH:13][C:12]([C:10]2[N:11]=[C:6]([C:4]([NH:29][CH2:30][C:31]([OH:33])=[O:32])=[O:5])[C:7]([OH:28])=[C:8]3[C:21]([C:22]4[CH:27]=[CH:26][CH:25]=[CH:24][CH:23]=4)=[N:20][S:19][C:9]=23)=[CH:17][CH:16]=1, predict the reactants needed to synthesize it. The reactants are: C(O[C:4]([C:6]1[C:7]([OH:28])=[C:8]2[C:21]([C:22]3[CH:27]=[CH:26][CH:25]=[CH:24][CH:23]=3)=[N:20][S:19][C:9]2=[C:10]([C:12]2[CH:17]=[CH:16][C:15]([F:18])=[CH:14][CH:13]=2)[N:11]=1)=[O:5])C.[NH2:29][CH2:30][C:31]([OH:33])=[O:32].C[O-].[Na+]. (2) Given the product [NH2:14][C:13]1[CH2:12][O:11][CH2:10][C@:9]([C:7]2[CH:8]=[C:3]([Br:2])[CH:4]=[CH:5][C:6]=2[OH:36])([C:15]2[CH:20]=[C:19]([N:21]3[CH2:26][CH2:25][O:24][CH2:23][CH2:22]3)[N:18]=[C:17]([F:27])[C:16]=2[Cl:28])[N:29]=1, predict the reactants needed to synthesize it. The reactants are: Cl.[Br:2][C:3]1[CH:4]=[CH:5][C:6]([O:36]COC)=[C:7]([C@:9]([NH:29][S@](C(C)(C)C)=O)([C:15]2[CH:20]=[C:19]([N:21]3[CH2:26][CH2:25][O:24][CH2:23][CH2:22]3)[N:18]=[C:17]([F:27])[C:16]=2[Cl:28])[CH2:10][O:11][CH2:12][C:13]#[N:14])[CH:8]=1. (3) Given the product [C:20]1([S:26]([N:7]2[C:8]3[C:4](=[CH:3][C:2]([Br:1])=[CH:10][CH:9]=3)[CH:5]=[C:6]2[C:11]2[CH:16]=[CH:15][CH:14]=[CH:13][C:12]=2[Cl:17])(=[O:28])=[O:27])[CH:25]=[CH:24][CH:23]=[CH:22][CH:21]=1, predict the reactants needed to synthesize it. The reactants are: [Br:1][C:2]1[CH:3]=[C:4]2[C:8](=[CH:9][CH:10]=1)[NH:7][C:6]([C:11]1[CH:16]=[CH:15][CH:14]=[CH:13][C:12]=1[Cl:17])=[CH:5]2.[H-].[Na+].[C:20]1([S:26](Cl)(=[O:28])=[O:27])[CH:25]=[CH:24][CH:23]=[CH:22][CH:21]=1. (4) Given the product [Cl:1][C:2]1[CH:7]=[CH:6][C:5]([C:8]2[N:12]([CH2:13][C:14]3([OH:15])[CH2:35][CH2:34]3)[C:11](=[O:16])[N:10]([CH2:17][C:18]([NH:20][C:21]([CH3:33])([C:23]3[CH:28]=[CH:27][CH:26]=[C:25]([C:29]([F:30])([F:31])[F:32])[CH:24]=3)[CH3:22])=[O:19])[N:9]=2)=[CH:4][CH:3]=1, predict the reactants needed to synthesize it. The reactants are: [Cl:1][C:2]1[CH:7]=[CH:6][C:5]([C:8]2[N:12]([CH2:13][CH:14]=[O:15])[C:11](=[O:16])[N:10]([CH2:17][C:18]([NH:20][C:21]([CH3:33])([C:23]3[CH:28]=[CH:27][CH:26]=[C:25]([C:29]([F:32])([F:31])[F:30])[CH:24]=3)[CH3:22])=[O:19])[N:9]=2)=[CH:4][CH:3]=1.[CH2:34]1COC[CH2:35]1.C([Mg]Br)C.